From a dataset of Forward reaction prediction with 1.9M reactions from USPTO patents (1976-2016). Predict the product of the given reaction. (1) Given the reactants [CH2:1]([O:3][C:4]12[CH2:11][O:10][CH2:9][CH:8]1[S:7][C:6]([NH2:12])=[N:5]2)[CH3:2].Br[CH2:14][CH2:15][O:16][CH3:17], predict the reaction product. The product is: [CH2:1]([O:3][C:4]12[CH2:11][O:10][CH2:9][CH:8]1[S:7][C:6](=[NH:12])[N:5]2[CH2:14][CH2:15][O:16][CH3:17])[CH3:2]. (2) Given the reactants C([N:8]1[CH2:35][CH2:34][C:11]2([N:15]([C:16]3[CH:21]=[CH:20][CH:19]=[CH:18][CH:17]=3)[CH2:14][N:13]([CH2:22][CH2:23][CH2:24][O:25][CH2:26][C:27]3[CH:32]=[CH:31][CH:30]=[CH:29][CH:28]=3)[C:12]2=[O:33])[CH2:10][CH2:9]1)(OC(C)(C)C)=O.C(O)(C(F)(F)F)=O.[Cl:43]CCl, predict the reaction product. The product is: [ClH:43].[CH2:26]([O:25][CH2:24][CH2:23][CH2:22][N:13]1[C:12](=[O:33])[C:11]2([CH2:10][CH2:9][NH:8][CH2:35][CH2:34]2)[N:15]([C:16]2[CH:21]=[CH:20][CH:19]=[CH:18][CH:17]=2)[CH2:14]1)[C:27]1[CH:32]=[CH:31][CH:30]=[CH:29][CH:28]=1. (3) Given the reactants [CH3:1][O:2][CH:3]1[CH2:8][CH2:7][NH:6][CH2:5][CH2:4]1.[CH2:9]=[C:10]1[O:14][C:12](=[O:13])[CH2:11]1, predict the reaction product. The product is: [CH3:1][O:2][CH:3]1[CH2:8][CH2:7][N:6]([C:12](=[O:13])[CH2:11][C:10](=[O:14])[CH3:9])[CH2:5][CH2:4]1. (4) Given the reactants C([O:8][C:9]1[CH:10]=[C:11]([C:16]2[CH2:20][C:19]([CH2:28][C:29]([O:31][C:32]([CH3:35])([CH3:34])[CH3:33])=[O:30])([C:21]([O:23][C:24]([CH3:27])([CH3:26])[CH3:25])=[O:22])[O:18][N:17]=2)[CH:12]=[C:13]([CH3:15])[CH:14]=1)C1C=CC=CC=1.[H][H], predict the reaction product. The product is: [C:32]([O:31][C:29](=[O:30])[CH2:28][C:19]1([C:21]([O:23][C:24]([CH3:27])([CH3:26])[CH3:25])=[O:22])[O:18][N:17]=[C:16]([C:11]2[CH:12]=[C:13]([CH3:15])[CH:14]=[C:9]([OH:8])[CH:10]=2)[CH2:20]1)([CH3:34])([CH3:35])[CH3:33]. (5) Given the reactants [OH:1][C:2]1[C:3]([C:12]([OH:14])=O)=[CH:4][C:5]2[C:10]([CH:11]=1)=[CH:9][CH:8]=[CH:7][CH:6]=2.[CH3:15][Li], predict the reaction product. The product is: [OH:1][C:2]1[C:3]([C:12](=[O:14])[CH3:15])=[CH:4][C:5]2[C:10]([CH:11]=1)=[CH:9][CH:8]=[CH:7][CH:6]=2. (6) Given the reactants Br[C:2]1[CH:7]=[C:6]([C:8]2([C:19]3[CH:24]=[C:23]([CH3:25])[C:22]([O:26][CH3:27])=[C:21]([F:28])[CH:20]=3)[C:16]3[C:11](=[C:12]([F:17])[CH:13]=[CH:14][CH:15]=3)[C:10]([NH2:18])=[N:9]2)[CH:5]=[CH:4][N:3]=1.[N:29]1[CH:34]=[C:33](B(O)O)[CH:32]=[N:31][CH:30]=1, predict the reaction product. The product is: [F:17][C:12]1[CH:13]=[CH:14][CH:15]=[C:16]2[C:11]=1[C:10]([NH2:18])=[N:9][C:8]2([C:19]1[CH:24]=[C:23]([CH3:25])[C:22]([O:26][CH3:27])=[C:21]([F:28])[CH:20]=1)[C:6]1[CH:5]=[CH:4][N:3]=[C:2]([C:33]2[CH:34]=[N:29][CH:30]=[N:31][CH:32]=2)[CH:7]=1. (7) The product is: [F:1][C:2]1[CH:7]=[CH:6][C:5]([N+:8]([O-:10])=[O:9])=[C:4]([O:11][CH3:12])[CH:3]=1. Given the reactants [F:1][C:2]1[CH:7]=[CH:6][C:5]([N+:8]([O-:10])=[O:9])=[C:4]([OH:11])[CH:3]=1.[C:12](=O)([O-])[O-].[K+].[K+].CI.O, predict the reaction product. (8) Given the reactants [OH:1][C:2]1[CH:7]=[CH:6][C:5]([S:8][CH2:9][CH2:10][CH2:11][N:12]2C(=O)C3C(=CC=CC=3)C2=O)=[CH:4][CH:3]=1.O.NN, predict the reaction product. The product is: [NH2:12][CH2:11][CH2:10][CH2:9][S:8][C:5]1[CH:6]=[CH:7][C:2]([OH:1])=[CH:3][CH:4]=1.